From a dataset of Reaction yield outcomes from USPTO patents with 853,638 reactions. Predict the reaction yield, written as a fraction of the theoretical maximum amount of product (1.0 means a 100% yield; for example, 0.34 means a 34% yield). (1) The reactants are Cl[C:2]1[N:7]=[C:6]([S:8][CH2:9][CH3:10])[C:5]([C:11]([NH:13][CH2:14][C:15]2[CH:20]=[CH:19][C:18]([F:21])=[CH:17][CH:16]=2)=[O:12])=[C:4]([CH3:22])[CH:3]=1.[NH:23]1[CH2:28][CH2:27][O:26][CH2:25][CH2:24]1.CCN(C(C)C)C(C)C. The catalyst is CC#N.O.CCOC(C)=O. The product is [CH2:9]([S:8][C:6]1[C:5]([C:11]([NH:13][CH2:14][C:15]2[CH:20]=[CH:19][C:18]([F:21])=[CH:17][CH:16]=2)=[O:12])=[C:4]([CH3:22])[CH:3]=[C:2]([N:23]2[CH2:28][CH2:27][O:26][CH2:25][CH2:24]2)[N:7]=1)[CH3:10]. The yield is 0.530. (2) The reactants are [C:1]([O:5][C:6]([N:8]1[CH2:12][CH2:11][CH2:10][C@H:9]1[C:13]#[CH:14])=[O:7])([CH3:4])([CH3:3])[CH3:2].Br[C:16]1[CH:17]=[N:18][CH:19]=[N:20][CH:21]=1. The catalyst is C1C=CC([P]([Pd]([P](C2C=CC=CC=2)(C2C=CC=CC=2)C2C=CC=CC=2)([P](C2C=CC=CC=2)(C2C=CC=CC=2)C2C=CC=CC=2)[P](C2C=CC=CC=2)(C2C=CC=CC=2)C2C=CC=CC=2)(C2C=CC=CC=2)C2C=CC=CC=2)=CC=1.C([O-])(=O)C.[Pd+2].C([O-])(=O)C.[Cu]I. The product is [C:1]([O:5][C:6]([N:8]1[CH2:12][CH2:11][CH2:10][C@H:9]1[C:13]#[C:14][C:16]1[CH:17]=[N:18][CH:19]=[N:20][CH:21]=1)=[O:7])([CH3:4])([CH3:3])[CH3:2]. The yield is 0.740.